This data is from Reaction yield outcomes from USPTO patents with 853,638 reactions. The task is: Predict the reaction yield, written as a fraction of the theoretical maximum amount of product (1.0 means a 100% yield; for example, 0.34 means a 34% yield). (1) The catalyst is C(Cl)Cl. The yield is 0.790. The product is [Cl:8][C:9]1[CH:14]=[C:13]([Cl:15])[CH:12]=[CH:11][C:10]=1[S:16]([NH:21][CH2:22][C:23]([N:25]1[CH2:26][CH2:27][N:28]([C:31]([C@@H:33]([NH:38][C:39]([C:41]2[S:42][C:43]3[CH:49]=[CH:48][CH:47]=[CH:46][C:44]=3[CH:45]=2)=[O:40])[CH2:34][CH:35]([CH3:37])[CH3:36])=[O:32])[CH2:29][CH2:30]1)=[O:24])(=[O:18])=[O:17]. The reactants are C(N(CC)CC)C.[Cl:8][C:9]1[CH:14]=[C:13]([Cl:15])[CH:12]=[CH:11][C:10]=1[S:16](Cl)(=[O:18])=[O:17].Cl.[NH2:21][CH2:22][C:23]([N:25]1[CH2:30][CH2:29][N:28]([C:31]([C@@H:33]([NH:38][C:39]([C:41]2[S:42][C:43]3[CH:49]=[CH:48][CH:47]=[CH:46][C:44]=3[CH:45]=2)=[O:40])[CH2:34][CH:35]([CH3:37])[CH3:36])=[O:32])[CH2:27][CH2:26]1)=[O:24]. (2) No catalyst specified. The yield is 0.240. The product is [Cl:20][C:21]1[CH:26]=[CH:25][C:24]([CH:27]([CH2:29][N:2]([CH3:1])[CH2:3][C:4]2[CH:5]=[CH:6][C:7]([C:10]3[CH:15]=[CH:14][CH:13]=[CH:12][C:11]=3[C:16]([F:17])([F:18])[F:19])=[CH:8][CH:9]=2)[OH:28])=[CH:23][CH:22]=1. The reactants are [CH3:1][NH:2][CH2:3][C:4]1[CH:9]=[CH:8][C:7]([C:10]2[CH:15]=[CH:14][CH:13]=[CH:12][C:11]=2[C:16]([F:19])([F:18])[F:17])=[CH:6][CH:5]=1.[Cl:20][C:21]1[CH:26]=[CH:25][C:24]([CH:27]2[CH2:29][O:28]2)=[CH:23][CH:22]=1.